Dataset: Forward reaction prediction with 1.9M reactions from USPTO patents (1976-2016). Task: Predict the product of the given reaction. (1) Given the reactants [NH2:1][CH2:2][CH2:3][C:4]1[C:12]2[C:7](=[CH:8][CH:9]=[CH:10][CH:11]=2)[NH:6][CH:5]=1.[O:13]1[C:17]2[CH:18]=[CH:19][C:20]([CH:22]=O)=[CH:21][C:16]=2[CH2:15][CH2:14]1.C(O)(C(F)(F)F)=O.C([O-])(O)=O.[Na+], predict the reaction product. The product is: [O:13]1[C:17]2[CH:18]=[CH:19][C:20]([CH:22]3[C:5]4[NH:6][C:7]5[C:12](=[CH:11][CH:10]=[CH:9][CH:8]=5)[C:4]=4[CH2:3][CH2:2][NH:1]3)=[CH:21][C:16]=2[CH2:15][CH2:14]1. (2) Given the reactants [CH:1]([C:3]1[CH:8]=[C:7]([C@@H:9]([NH:12][C:13]([C:15]2[C:16]3[CH:23]=[N:22][N:21]([C:24]4[CH:29]=[CH:28][C:27]([F:30])=[CH:26][CH:25]=4)[C:17]=3[CH:18]=[N:19][CH:20]=2)=[O:14])[CH2:10][CH3:11])[CH:6]=[CH:5][N:4]=1)=[O:2].[CH3:31][Li], predict the reaction product. The product is: [OH:2][CH:1]([C:3]1[CH:8]=[C:7]([C@@H:9]([NH:12][C:13]([C:15]2[C:16]3[CH:23]=[N:22][N:21]([C:24]4[CH:25]=[CH:26][C:27]([F:30])=[CH:28][CH:29]=4)[C:17]=3[CH:18]=[N:19][CH:20]=2)=[O:14])[CH2:10][CH3:11])[CH:6]=[CH:5][N:4]=1)[CH3:31]. (3) Given the reactants [CH2:1]([C:8]1[CH:9]=[C:10]([OH:16])[C:11](I)=[N:12][C:13]=1[Cl:14])[C:2]1[CH:7]=[CH:6][CH:5]=[CH:4][CH:3]=1.C(N(C(C)C)C(C)C)C.[C:26]([C:28]1[CH:42]=[CH:41][C:31]([CH2:32][N:33]2[CH2:36][CH:35]([C:37]([O:39][CH3:40])=[O:38])[CH2:34]2)=[CH:30][C:29]=1[F:43])#[CH:27].CN(C=O)C, predict the reaction product. The product is: [CH2:1]([C:8]1[CH:9]=[C:10]2[O:16][C:26]([C:28]3[CH:42]=[CH:41][C:31]([CH2:32][N:33]4[CH2:36][CH:35]([C:37]([O:39][CH3:40])=[O:38])[CH2:34]4)=[CH:30][C:29]=3[F:43])=[CH:27][C:11]2=[N:12][C:13]=1[Cl:14])[C:2]1[CH:7]=[CH:6][CH:5]=[CH:4][CH:3]=1. (4) Given the reactants [H-].[Al+3].[Li+].[H-].[H-].[H-].[CH3:7][C:8]1[C:9](=[O:23])[CH:10]([CH3:22])[CH2:11][CH:12]([CH:14]2[CH2:18][CH:17]=[C:16]([CH3:19])[C:15]2([CH3:21])[CH3:20])[CH:13]=1.Cl, predict the reaction product. The product is: [CH3:7][C:8]1[CH:9]([OH:23])[CH:10]([CH3:22])[CH2:11][CH:12]([CH:14]2[CH2:18][CH:17]=[C:16]([CH3:19])[C:15]2([CH3:21])[CH3:20])[CH:13]=1.